Dataset: Full USPTO retrosynthesis dataset with 1.9M reactions from patents (1976-2016). Task: Predict the reactants needed to synthesize the given product. (1) The reactants are: [F:1][C:2]([F:17])([F:16])[C:3]([C:6]1[CH:15]=[CH:14][C:9]([C:10]([O:12]C)=[O:11])=[CH:8][CH:7]=1)([OH:5])[CH3:4].CO.[OH-].[Li+]. Given the product [F:1][C:2]([F:16])([F:17])[C:3]([C:6]1[CH:15]=[CH:14][C:9]([C:10]([OH:12])=[O:11])=[CH:8][CH:7]=1)([OH:5])[CH3:4], predict the reactants needed to synthesize it. (2) The reactants are: [NH2:1][C:2]1[CH:3]=[C:4]2[C:8](=[CH:9][CH:10]=1)[C:7](=[O:11])[CH2:6][CH2:5]2.[C:12](Cl)(=[O:21])[C:13]1[CH:18]=[CH:17][C:16]([O:19][CH3:20])=[CH:15][CH:14]=1.C(N(CC)CC)C. Given the product [CH3:20][O:19][C:16]1[CH:17]=[CH:18][C:13]([C:12]([NH:1][C:2]2[CH:3]=[C:4]3[C:8](=[CH:9][CH:10]=2)[C:7](=[O:11])[CH2:6][CH2:5]3)=[O:21])=[CH:14][CH:15]=1, predict the reactants needed to synthesize it.